From a dataset of CYP2D6 inhibition data for predicting drug metabolism from PubChem BioAssay. Regression/Classification. Given a drug SMILES string, predict its absorption, distribution, metabolism, or excretion properties. Task type varies by dataset: regression for continuous measurements (e.g., permeability, clearance, half-life) or binary classification for categorical outcomes (e.g., BBB penetration, CYP inhibition). Dataset: cyp2d6_veith. (1) The drug is O=C(CCn1c(=S)[nH]c2ccccc2c1=O)NCCCN1CCOCC1. The result is 0 (non-inhibitor). (2) The drug is O=C1C2=CC[C@H]3C(=O)N(Cc4ccc5c(c4)OCO5)C(=O)[C@@H]3[C@@H]2[C@H](O)[C@@H]2O[C@H]12. The result is 0 (non-inhibitor). (3) The molecule is Cc1nc2sccn2c(=O)c1Cl. The result is 0 (non-inhibitor). (4) The molecule is O=c1[nH]n(-c2cccc(Cl)c2)c2ncccc12. The result is 0 (non-inhibitor). (5) The drug is COc1ccc2[nH]cc(CCNc3nc(-c4cccc(NS(C)(=O)=O)c4)nc4ccccc34)c2c1. The result is 1 (inhibitor). (6) The molecule is O=C(O)C12CC3(C(=O)O)CC(C(=O)O)(CC(C(=O)O)(C1)C3=O)C2=O. The result is 0 (non-inhibitor).